From a dataset of Forward reaction prediction with 1.9M reactions from USPTO patents (1976-2016). Predict the product of the given reaction. (1) Given the reactants Cl[C:2]1[CH:7]=[CH:6][C:5]([CH:8]([C:26]2[CH:31]=[CH:30][C:29]([Cl:32])=[CH:28][CH:27]=2)[N:9]2[CH2:12][CH:11]([CH:13]([C:18]3[CH:23]=[C:22]([F:24])[CH:21]=[C:20]([F:25])[CH:19]=3)[C:14]([CH3:17])([OH:16])[CH3:15])[CH2:10]2)=[CH:4][CH:3]=1.N1C=CC=CC=1.F.[OH-].[Na+].C([O-])(O)=O.[Na+].C(Cl)[Cl:48], predict the reaction product. The product is: [Cl:48][C:7]1[CH:6]=[C:5]([CH:8]([C:26]2[CH:31]=[CH:30][C:29]([Cl:32])=[CH:28][CH:27]=2)[N:9]2[CH2:12][CH:11]([CH:13]([C:18]3[CH:23]=[C:22]([F:24])[CH:21]=[C:20]([F:25])[CH:19]=3)[C:14]([CH3:15])([OH:16])[CH3:17])[CH2:10]2)[CH:4]=[CH:3][CH:2]=1. (2) Given the reactants Br[C:2]1[CH:3]=[N:4][C:5]([N:8]2[CH2:13][CH2:12][N:11]([C:14]([O:16][C:17]([CH3:20])(C)C)=[O:15])[CH2:10][CH2:9]2)=[N:6][CH:7]=1.[Br-].[CH2:22]([Zn+])[C:23]1[CH:28]=[CH:27][CH:26]=[CH:25][CH:24]=1.[CH2:30]1COC[CH2:31]1, predict the reaction product. The product is: [CH2:22]([C:2]1[CH:7]=[N:6][C:5]([N:8]2[CH2:9][CH2:10][N:11]([C:14]([O:16][CH2:17][CH2:20][CH2:30][CH3:31])=[O:15])[CH2:12][CH2:13]2)=[N:4][CH:3]=1)[C:23]1[CH:28]=[CH:27][CH:26]=[CH:25][CH:24]=1. (3) Given the reactants C(=O)([O-])[O-].[K+].[K+].[N:7]1[CH:12]=[CH:11][CH:10]=[C:9](B(O)O)[CH:8]=1.Br[C:17]1[CH:22]=[CH:21][N:20]2[CH:23]=[CH:24][N:25]=[C:19]2[CH:18]=1, predict the reaction product. The product is: [N:7]1[CH:12]=[CH:11][CH:10]=[C:9]([C:17]2[CH:22]=[CH:21][N:20]3[CH:23]=[CH:24][N:25]=[C:19]3[CH:18]=2)[CH:8]=1. (4) The product is: [N+:23]([C:22]1[C:13]([S:11][C:5]2[NH:6][C:7]3[C:3]([N:4]=2)=[C:2]([NH2:1])[N:10]=[CH:9][N:8]=3)=[CH:14][C:15]2[O:20][CH2:19][CH2:18][O:17][C:16]=2[CH:21]=1)([O-:25])=[O:24]. Given the reactants [NH2:1][C:2]1[N:10]=[CH:9][N:8]=[C:7]2[C:3]=1[N:4]=[C:5]([SH:11])[NH:6]2.Br[C:13]1[C:22]([N+:23]([O-:25])=[O:24])=[CH:21][C:16]2[O:17][CH2:18][CH2:19][O:20][C:15]=2[CH:14]=1.C([O-])([O-])=O.[K+].[K+], predict the reaction product. (5) Given the reactants [NH2:1][C@H:2]1[CH2:7][CH2:6][N:5]([C:8]([O:10][C:11]([CH3:14])([CH3:13])[CH3:12])=[O:9])[CH2:4][C@H:3]1[F:15].CCN(CC)CC.[CH3:23][O:24][C:25](O[C:25]([O:24][CH3:23])=[O:26])=[O:26], predict the reaction product. The product is: [F:15][C@H:3]1[C@@H:2]([NH:1][C:25]([O:24][CH3:23])=[O:26])[CH2:7][CH2:6][N:5]([C:8]([O:10][C:11]([CH3:12])([CH3:14])[CH3:13])=[O:9])[CH2:4]1. (6) Given the reactants [CH3:1][O:2][C:3]1[CH:4]=[C:5]([NH:16][C:17]2[N:22]=[C:21]([C:23](=[O:25])[CH3:24])[CH:20]=[C:19]([CH2:26][O:27][CH2:28][C:29]([F:32])([F:31])[F:30])[N:18]=2)[CH:6]=[CH:7][C:8]=1[N:9]1[CH:13]=[C:12]([O:14][CH3:15])[N:11]=[CH:10]1.O1CCOC[CH2:34]1.C[Mg]Br.[Cl-].[NH4+], predict the reaction product. The product is: [CH3:1][O:2][C:3]1[CH:4]=[C:5]([NH:16][C:17]2[N:22]=[C:21]([C:23]([OH:25])([CH3:34])[CH3:24])[CH:20]=[C:19]([CH2:26][O:27][CH2:28][C:29]([F:30])([F:31])[F:32])[N:18]=2)[CH:6]=[CH:7][C:8]=1[N:9]1[CH:13]=[C:12]([O:14][CH3:15])[N:11]=[CH:10]1. (7) Given the reactants C[O:2][C:3]([C:5]1[C:13]2[C:8](=[CH:9][CH:10]=[C:11]([CH:14]3[C:19]([C:20]#[N:21])=[C:18]([CH3:22])[NH:17][C:16]([CH3:23])=[C:15]3[C:24]#[N:25])[CH:12]=2)[NH:7][N:6]=1)=[O:4].[Li+].[OH-].Cl, predict the reaction product. The product is: [C:20]([C:19]1[CH:14]([C:11]2[CH:12]=[C:13]3[C:8](=[CH:9][CH:10]=2)[NH:7][N:6]=[C:5]3[C:3]([OH:4])=[O:2])[C:15]([C:24]#[N:25])=[C:16]([CH3:23])[NH:17][C:18]=1[CH3:22])#[N:21]. (8) Given the reactants [F:1][C:2]1[CH:3]=[CH:4][C:5]([C:8]#[C:9][C@@H:10]2[CH2:15][CH2:14][C@@H:13]([CH3:16])[N:12](CC3C=CC(OC)=CC=3)[CH2:11]2)=[N:6][CH:7]=1.C(N(CC)CC)C.ClC(OC(Cl)C)=O.ClC(OCCCl)=O, predict the reaction product. The product is: [F:1][C:2]1[CH:3]=[CH:4][C:5]([C:8]#[C:9][C@@H:10]2[CH2:15][CH2:14][C@@H:13]([CH3:16])[NH:12][CH2:11]2)=[N:6][CH:7]=1.